Dataset: Full USPTO retrosynthesis dataset with 1.9M reactions from patents (1976-2016). Task: Predict the reactants needed to synthesize the given product. (1) Given the product [CH2:23]([O:30][CH2:31][CH2:32][N:6]1[CH2:7][CH2:8][C:3]2([CH:1]([C:9]([N:11]3[CH2:16][CH2:15][N:14]([CH:17]4[CH2:18][CH2:19][CH2:20][CH2:21][CH2:22]4)[CH2:13][CH2:12]3)=[O:10])[CH2:2]2)[CH2:4][CH2:5]1)[C:24]1[CH:29]=[CH:28][CH:27]=[CH:26][CH:25]=1, predict the reactants needed to synthesize it. The reactants are: [CH:1]1([C:9]([N:11]2[CH2:16][CH2:15][N:14]([CH:17]3[CH2:22][CH2:21][CH2:20][CH2:19][CH2:18]3)[CH2:13][CH2:12]2)=[O:10])[C:3]2([CH2:8][CH2:7][NH:6][CH2:5][CH2:4]2)[CH2:2]1.[CH2:23]([O:30][CH2:31][CH:32]=O)[C:24]1[CH:29]=[CH:28][CH:27]=[CH:26][CH:25]=1. (2) Given the product [CH2:11]([O:10][C:4]1[CH:3]=[C:2]([B:18]([OH:23])[OH:19])[CH:7]=[CH:6][C:5]=1[O:8][CH3:9])[CH3:12], predict the reactants needed to synthesize it. The reactants are: Br[C:2]1[CH:7]=[CH:6][C:5]([O:8][CH3:9])=[C:4]([O:10][CH2:11][CH3:12])[CH:3]=1.[Li]C(C)(C)C.[B:18](OC(C)C)([O:23]C(C)C)[O:19]C(C)C.Cl. (3) The reactants are: [N:1]1([C:11]([O:13][C:14]([CH3:17])([CH3:16])[CH3:15])=[O:12])[CH2:6][CH2:5][CH:4]([C:7]([O:9]C)=O)[CH2:3][CH2:2]1.[C:18](#[N:20])[CH3:19].CC(C)([O-])C.[K+].[Cl-].[NH4+]. Given the product [C:18]([CH2:19][C:7]([CH:4]1[CH2:3][CH2:2][N:1]([C:11]([O:13][C:14]([CH3:17])([CH3:16])[CH3:15])=[O:12])[CH2:6][CH2:5]1)=[O:9])#[N:20], predict the reactants needed to synthesize it. (4) Given the product [Cl:1][C:2]1[CH:3]=[C:4]([C:9]([F:12])([F:10])[F:11])[C:5]2[N:6]([CH:14]=[C:15]([C:16]([O:18][CH2:19][CH3:20])=[O:17])[N:8]=2)[CH:7]=1, predict the reactants needed to synthesize it. The reactants are: [Cl:1][C:2]1[CH:3]=[C:4]([C:9]([F:12])([F:11])[F:10])[C:5]([NH2:8])=[N:6][CH:7]=1.Br[CH2:14][C:15](=O)[C:16]([O:18][CH2:19][CH3:20])=[O:17].O.